Dataset: Catalyst prediction with 721,799 reactions and 888 catalyst types from USPTO. Task: Predict which catalyst facilitates the given reaction. (1) Reactant: Cl[CH2:2][C:3]([N:5]1[C@@H:9]([C:10]#[CH:11])[CH2:8][CH2:7][C@H:6]1[C:12]#[N:13])=[O:4].[F:14][C:15]1[CH:20]=[CH:19][C:18]([CH2:21][C:22]([NH2:25])([CH3:24])[CH3:23])=[CH:17][CH:16]=1. Product: [C:10]([C@@H:9]1[N:5]([C:3](=[O:4])[CH2:2][NH:25][C:22]([CH3:24])([CH3:23])[CH2:21][C:18]2[CH:19]=[CH:20][C:15]([F:14])=[CH:16][CH:17]=2)[C@H:6]([C:12]#[N:13])[CH2:7][CH2:8]1)#[CH:11]. The catalyst class is: 10. (2) Reactant: [F:1][C:2]1[CH:26]=[CH:25][CH:24]=[CH:23][C:3]=1[CH2:4][N:5]1[C:9]2[CH2:10][CH2:11][CH2:12][C:8]=2[C:7]([C:13]2[N:18]=[C:17]([NH2:19])[C:16]([O:20][CH3:21])=[C:15]([NH2:22])[N:14]=2)=[N:6]1.C(N(CC)CC)C.[C:34](OC(=O)C)(=[O:36])[CH3:35]. Product: [NH2:19][C:17]1[N:18]=[C:13]([C:7]2[C:8]3[CH2:12][CH2:11][CH2:10][C:9]=3[N:5]([CH2:4][C:3]3[CH:23]=[CH:24][CH:25]=[CH:26][C:2]=3[F:1])[N:6]=2)[N:14]=[C:15]([NH:22][C:34](=[O:36])[CH3:35])[C:16]=1[O:20][CH3:21]. The catalyst class is: 3. (3) Reactant: [Cl:1][C:2]1[CH:7]=[C:6]([I:8])[CH:5]=[CH:4][C:3]=1[NH:9][C:10]1[C:18]([F:19])=[C:17]([F:20])[CH:16]=[CH:15][C:11]=1[C:12]([OH:14])=[O:13].N1C=CC=CC=1.FC(F)(F)C(O[C:32]1[C:37]([F:38])=[C:36]([F:39])[C:35]([F:40])=[C:34]([F:41])[C:33]=1[F:42])=O. Product: [F:38][C:37]1[C:32]([O:13][C:12](=[O:14])[C:11]2[CH:15]=[CH:16][C:17]([F:20])=[C:18]([F:19])[C:10]=2[NH:9][C:3]2[CH:4]=[CH:5][C:6]([I:8])=[CH:7][C:2]=2[Cl:1])=[C:33]([F:42])[C:34]([F:41])=[C:35]([F:40])[C:36]=1[F:39]. The catalyst class is: 42. (4) Reactant: S(Cl)([Cl:3])=O.[Cl:5][C:6]1[CH:7]=[C:8]([CH3:15])[C:9]([C:12](O)=[O:13])=[N:10][CH:11]=1.C1(C)C=CC=CC=1. Product: [Cl:5][C:6]1[CH:7]=[C:8]([CH3:15])[C:9]([C:12]([Cl:3])=[O:13])=[N:10][CH:11]=1. The catalyst class is: 3. (5) Reactant: [NH:1]1[CH2:6][CH2:5][O:4][CH2:3][CH2:2]1.[C:7]1([C:13]([C:21]2[CH:26]=[CH:25][CH:24]=[CH:23][CH:22]=2)([C:15]2[CH:20]=[CH:19][CH:18]=[CH:17][CH:16]=2)Cl)[CH:12]=[CH:11][CH:10]=[CH:9][CH:8]=1.C(=O)([O-])[O-].[K+].[K+].C(=O)([O-])O.[Na+]. Product: [C:7]1([C:13]([C:15]2[CH:16]=[CH:17][CH:18]=[CH:19][CH:20]=2)([C:21]2[CH:22]=[CH:23][CH:24]=[CH:25][CH:26]=2)[N:1]2[CH2:6][CH2:5][O:4][CH2:3][CH2:2]2)[CH:8]=[CH:9][CH:10]=[CH:11][CH:12]=1. The catalyst class is: 434. (6) Reactant: [NH2:1][C:2]1[CH:7]=[CH:6][C:5]([Br:8])=[CH:4][N:3]=1.F[C:10](F)(F)C(O)=O. Product: [Br:8][C:5]1[CH:6]=[CH:7][C:2]([N:1]=[CH2:10])=[N:3][CH:4]=1. The catalyst class is: 11. (7) The catalyst class is: 531. Product: [N:1]1[S:5][N:4]=[C:3]2[CH:6]=[C:7]([CH2:10][C:11]([N:15]([CH3:16])[CH3:14])=[O:13])[CH:8]=[CH:9][C:2]=12. Reactant: [N:1]1[S:5][N:4]=[C:3]2[CH:6]=[C:7]([CH2:10][C:11]([OH:13])=O)[CH:8]=[CH:9][C:2]=12.[CH3:14][NH:15][CH3:16].C(P1(=O)OP(CCC)(=O)OP(CCC)(=O)O1)CC.